From a dataset of Full USPTO retrosynthesis dataset with 1.9M reactions from patents (1976-2016). Predict the reactants needed to synthesize the given product. Given the product [Br:1][C:2]1[N:6]([CH3:7])[N:5]=[C:4]([C:8]2[CH:9]=[N:10][CH:11]=[CH:12][CH:13]=2)[N:3]=1, predict the reactants needed to synthesize it. The reactants are: [Br:1][C:2]1[N:6]([CH3:7])[N:5]=[C:4]([C:8]2[CH:9]=[N:10][CH:11]=[CH:12][CH:13]=2)[N:3]=1.CN1C(O)=NC(C2C=NC=CC=2)=N1.P(Br)(Br)(Br)=O.